Dataset: Catalyst prediction with 721,799 reactions and 888 catalyst types from USPTO. Task: Predict which catalyst facilitates the given reaction. (1) Reactant: Br[C:2]1[CH:7]=[C:6]([C:8]2[S:12][C:11]([NH:13][C:14](=[O:23])[C:15]3[C:20]([F:21])=[CH:19][CH:18]=[CH:17][C:16]=3[F:22])=[N:10][C:9]=2[CH3:24])[CH:5]=[CH:4][N:3]=1.[CH3:25][N:26](C=O)C. Product: [C:25]([C:2]1[CH:7]=[C:6]([C:8]2[S:12][C:11]([NH:13][C:14](=[O:23])[C:15]3[C:20]([F:21])=[CH:19][CH:18]=[CH:17][C:16]=3[F:22])=[N:10][C:9]=2[CH3:24])[CH:5]=[CH:4][N:3]=1)#[N:26]. The catalyst class is: 380. (2) The catalyst class is: 1. Product: [CH2:1]([O:8][C:9]1[N:18]=[C:17]([C:19]2[CH:20]=[C:21]3[C:25](=[CH:26][CH:27]=2)[N:24]([CH3:28])[C:23]([Cl:49])=[C:22]3[C:29]#[N:30])[C:16]([CH2:31][CH3:32])=[C:15]([O:33][CH2:34][C:35]2[CH:36]=[CH:37][CH:38]=[CH:39][CH:40]=2)[C:10]=1[C:11]([O:13][CH3:14])=[O:12])[C:2]1[CH:7]=[CH:6][CH:5]=[CH:4][CH:3]=1. Reactant: [CH2:1]([O:8][C:9]1[N:18]=[C:17]([C:19]2[CH:20]=[C:21]3[C:25](=[CH:26][CH:27]=2)[N:24]([CH3:28])[CH:23]=[C:22]3[C:29]#[N:30])[C:16]([CH2:31][CH3:32])=[C:15]([O:33][CH2:34][C:35]2[CH:40]=[CH:39][CH:38]=[CH:37][CH:36]=2)[C:10]=1[C:11]([O:13][CH3:14])=[O:12])[C:2]1[CH:7]=[CH:6][CH:5]=[CH:4][CH:3]=1.[Li+].CC([N-]C(C)C)C.[Cl:49]C(Cl)(Cl)C(Cl)(Cl)Cl. (3) Reactant: [Br:1][C:2]1[C:3]([OH:19])=[C:4]([NH:8][C:9](=[O:18])[CH:10](Cl)[C:11]2[CH:16]=[CH:15][CH:14]=[CH:13][CH:12]=2)[CH:5]=[CH:6][CH:7]=1.C(=O)([O-])[O-].[K+].[K+].Cl.O. Product: [Br:1][C:2]1[C:3]2[O:19][CH:10]([C:11]3[CH:16]=[CH:15][CH:14]=[CH:13][CH:12]=3)[C:9](=[O:18])[NH:8][C:4]=2[CH:5]=[CH:6][CH:7]=1. The catalyst class is: 9. (4) Reactant: [CH:1]([N:4]1[CH2:10][CH:9]([NH:11][C:12](=O)[O:13]C(C)(C)C)[C:6]2([CH2:8][CH2:7]2)[CH2:5]1)([CH3:3])[CH3:2].C(O)(C(F)(F)F)=O.O. Product: [CH2:12]=[O:13].[CH:1]([N:4]1[CH2:10][CH:9]([NH2:11])[C:6]2([CH2:8][CH2:7]2)[CH2:5]1)([CH3:3])[CH3:2]. The catalyst class is: 2. (5) Reactant: [CH:1]1[C:10]2[C:5](=[CH:6][CH:7]=[CH:8][CH:9]=2)[CH:4]=[CH:3][C:2]=1[Mg]Br.[Cl:13][C:14]1[CH:22]=[C:21]2[C:17]([C:18](=[O:24])[C:19](=[O:23])[NH:20]2)=[CH:16][CH:15]=1. The catalyst class is: 7. Product: [Cl:13][C:14]1[CH:22]=[C:21]2[C:17]([C:18]([OH:24])([C:2]3[CH:3]=[CH:4][C:5]4[C:10](=[CH:9][CH:8]=[CH:7][CH:6]=4)[CH:1]=3)[C:19](=[O:23])[NH:20]2)=[CH:16][CH:15]=1.